Dataset: Peptide-MHC class I binding affinity with 185,985 pairs from IEDB/IMGT. Task: Regression. Given a peptide amino acid sequence and an MHC pseudo amino acid sequence, predict their binding affinity value. This is MHC class I binding data. (1) The peptide sequence is ITGNNIILSK. The MHC is HLA-A03:01 with pseudo-sequence HLA-A03:01. The binding affinity (normalized) is 0.884. (2) The peptide sequence is FISGIQYLA. The MHC is HLA-A02:03 with pseudo-sequence HLA-A02:03. The binding affinity (normalized) is 0.379. (3) The peptide sequence is TAFTIPST. The MHC is HLA-B15:03 with pseudo-sequence HLA-B15:03. The binding affinity (normalized) is 0. (4) The peptide sequence is VLLGVVFGV. The MHC is HLA-A02:02 with pseudo-sequence HLA-A02:02. The binding affinity (normalized) is 0.738. (5) The peptide sequence is LFQKAFSMP. The binding affinity (normalized) is 0.267. The MHC is HLA-A24:02 with pseudo-sequence HLA-A24:02.